This data is from Full USPTO retrosynthesis dataset with 1.9M reactions from patents (1976-2016). The task is: Predict the reactants needed to synthesize the given product. (1) Given the product [C:24]([C:23]1[O:15][C:14]2[CH:13]=[CH:12][C:11]([CH2:16][C:17]([O:19][CH3:20])=[O:18])=[CH:10][C:9]=2[CH:7]=1)(=[O:25])[C:26]1[CH:31]=[CH:30][N:29]=[CH:28][CH:27]=1, predict the reactants needed to synthesize it. The reactants are: C([O-])([O-])=O.[K+].[K+].[CH:7]([C:9]1[CH:10]=[C:11]([CH2:16][C:17]([O:19][CH3:20])=[O:18])[CH:12]=[CH:13][C:14]=1[OH:15])=O.Br.Br[CH2:23][C:24]([C:26]1[CH:31]=[CH:30][N:29]=[CH:28][CH:27]=1)=[O:25].O. (2) Given the product [C:10]([O:14][C:15]([NH:1][C@H:2]1[CH2:7][CH2:6][CH2:5][CH2:4][C@H:3]1[CH2:8][OH:9])=[O:16])([CH3:13])([CH3:12])[CH3:11], predict the reactants needed to synthesize it. The reactants are: [NH2:1][C@H:2]1[CH2:7][CH2:6][CH2:5][CH2:4][C@H:3]1[CH2:8][OH:9].[C:10]([O:14][C:15](O[C:15]([O:14][C:10]([CH3:13])([CH3:12])[CH3:11])=[O:16])=[O:16])([CH3:13])([CH3:12])[CH3:11]. (3) Given the product [S:37]1[C:38]2[CH:44]=[CH:43][CH:42]=[CH:41][C:39]=2[N:40]=[C:36]1[C:22]1[CH:21]=[CH:20][C:19]2[C:15]3[CH:14]=[CH:13][C:12]([S:9]([NH:8][C@@H:3]([CH:2]([CH3:1])[CH3:34])[C:4]([O:6][CH3:7])=[O:5])(=[O:11])=[O:10])=[CH:33][C:16]=3[O:17][C:18]=2[CH:23]=1, predict the reactants needed to synthesize it. The reactants are: [CH3:1][CH:2]([CH3:34])[C@H:3]([NH:8][S:9]([C:12]1[CH:13]=[CH:14][C:15]2[C:19]3[CH:20]=[CH:21][C:22](B4OC(C)(C)C(C)(C)O4)=[CH:23][C:18]=3[O:17][C:16]=2[CH:33]=1)(=[O:11])=[O:10])[C:4]([O:6][CH3:7])=[O:5].Br[C:36]1[S:37][C:38]2[CH:44]=[CH:43][CH:42]=[CH:41][C:39]=2[N:40]=1.C([O-])([O-])=O.[K+].[K+].COCCOC. (4) Given the product [CH2:1]([O:3][C:4]([C:5]1[N:11]2[CH:12]=[C:13]([I:16])[CH:14]=[CH:15][C:10]2=[N:9][CH:6]=1)=[O:8])[CH3:2], predict the reactants needed to synthesize it. The reactants are: [CH2:1]([O:3][C:4](=[O:8])[CH2:5][CH:6]=O)[CH3:2].[NH2:9][C:10]1[CH:15]=[CH:14][C:13]([I:16])=[CH:12][N:11]=1.C(#N)C.C(O)C. (5) The reactants are: [NH2:1][CH2:2][C:3]1[CH:12]=[CH:11][C:10]2[C:5](=[CH:6][CH:7]=[C:8]([CH2:13][CH2:14][CH:15]([N:17]([CH2:21][CH2:22][CH3:23])[CH2:18][CH2:19][CH3:20])[CH3:16])[CH:9]=2)[CH:4]=1.C(OC)(OC)OC.[NH:31]1[CH:35]=[CH:34][N:33]=[C:32]1[CH:36]=O.[BH4-].[Na+].[Cl-].[NH4+]. Given the product [NH:31]1[CH:35]=[CH:34][N:33]=[C:32]1[CH2:36][NH:1][CH2:2][C:3]1[CH:12]=[CH:11][C:10]2[C:5](=[CH:6][CH:7]=[C:8]([CH2:13][CH2:14][CH:15]([N:17]([CH2:21][CH2:22][CH3:23])[CH2:18][CH2:19][CH3:20])[CH3:16])[CH:9]=2)[CH:4]=1, predict the reactants needed to synthesize it.